This data is from Reaction yield outcomes from USPTO patents with 853,638 reactions. The task is: Predict the reaction yield, written as a fraction of the theoretical maximum amount of product (1.0 means a 100% yield; for example, 0.34 means a 34% yield). (1) The reactants are CS(C)=O.C(Cl)(=O)C(Cl)=O.[CH2:11]([N:15]1[C:24]2[CH2:23][CH2:22][CH2:21][CH2:20][C:19]=2[CH:18]=[C:17]([CH2:25][OH:26])[C:16]1=[O:27])[CH2:12][CH2:13][CH3:14].C(N(CC)CC)C.Cl. The catalyst is C(Cl)Cl. The product is [CH2:11]([N:15]1[C:24]2[CH2:23][CH2:22][CH2:21][CH2:20][C:19]=2[CH:18]=[C:17]([CH:25]=[O:26])[C:16]1=[O:27])[CH2:12][CH2:13][CH3:14]. The yield is 0.560. (2) The reactants are [Cl:1][C:2]1[CH:23]=[CH:22][CH:21]=[C:20]([Cl:24])[C:3]=1[C:4]([NH:6][C@H:7]([C:16]([O:18][CH3:19])=[O:17])[CH2:8][C:9]1[CH:14]=[CH:13][C:12]([OH:15])=[CH:11][CH:10]=1)=[O:5].C1(P(C2C=CC=CC=2)C2C=CC=CC=2)C=CC=CC=1.[N:44]1[C:53]2[NH:52][CH2:51][CH2:50][CH2:49][C:48]=2[CH:47]=[CH:46][C:45]=1[CH2:54]O. The catalyst is C(Cl)Cl. The product is [Cl:1][C:2]1[CH:23]=[CH:22][CH:21]=[C:20]([Cl:24])[C:3]=1[C:4]([NH:6][C@H:7]([C:16]([O:18][CH3:19])=[O:17])[CH2:8][C:9]1[CH:10]=[CH:11][C:12]([O:15][CH2:54][C:45]2[CH:46]=[CH:47][C:48]3[CH2:49][CH2:50][CH2:51][NH:52][C:53]=3[N:44]=2)=[CH:13][CH:14]=1)=[O:5]. The yield is 0.250. (3) The reactants are [NH2:1][C:2]1[S:3][C:4]2[CH:10]=[C:9]([C:11]([OH:13])=O)[CH:8]=[CH:7][C:5]=2[N:6]=1.[NH:14]1[CH2:19][CH2:18][CH2:17][C@@H:16]2[C:20]3[CH:21]=[CH:22][CH:23]=[CH:24][C:25]=3[CH2:26][C@H:15]12.F[P-](F)(F)(F)(F)F.N1(OC(N(C)C)=[N+](C)C)C2N=CC=CC=2N=N1. No catalyst specified. The product is [NH2:1][C:2]1[S:3][C:4]2[CH:10]=[C:9]([C:11]([N:14]3[CH2:19][CH2:18][CH2:17][C@@H:16]4[C:20]5[CH:21]=[CH:22][CH:23]=[CH:24][C:25]=5[CH2:26][C@H:15]34)=[O:13])[CH:8]=[CH:7][C:5]=2[N:6]=1. The yield is 0.630. (4) The catalyst is C(Cl)(Cl)(Cl)Cl. The yield is 0.980. The reactants are [CH:1]([C:4]1[CH:9]=[CH:8][CH:7]=[C:6]([O:10][CH2:11][C:12]2[CH:17]=[CH:16][CH:15]=[CH:14][CH:13]=2)[CH:5]=1)([CH3:3])[CH3:2].C1C(=O)N([Br:25])C(=O)C1. The product is [Br:25][C:9]1[CH:8]=[CH:7][C:6]([O:10][CH2:11][C:12]2[CH:17]=[CH:16][CH:15]=[CH:14][CH:13]=2)=[CH:5][C:4]=1[CH:1]([CH3:3])[CH3:2]. (5) The reactants are [CH2:1]([C:3]1[CH:8]=[CH:7][C:6]([S:9][CH2:10][CH2:11][NH2:12])=[CH:5][CH:4]=1)[CH3:2].[CH3:13][O:14][C:15](=[O:28])[C:16]1[CH:21]=[C:20]([S:22](Cl)(=[O:24])=[O:23])[CH:19]=[C:18]([CH3:26])[C:17]=1[CH3:27].N1C=CC=CC=1.C(N(CC)CC)C. The catalyst is O1CCCC1.CN(C)C=O. The product is [CH3:13][O:14][C:15](=[O:28])[C:16]1[CH:21]=[C:20]([S:22](=[O:23])(=[O:24])[NH:12][CH2:11][CH2:10][S:9][C:6]2[CH:7]=[CH:8][C:3]([CH2:1][CH3:2])=[CH:4][CH:5]=2)[CH:19]=[C:18]([CH3:26])[C:17]=1[CH3:27]. The yield is 0.860. (6) The reactants are [C:1]([O:10]C)(=O)[C:2]1[C:3](=[CH:5][CH:6]=[CH:7][CH:8]=1)[SH:4].[C:12]([C:15]1[C:16](C#N)=[N:17][CH:18]=[CH:19][CH:20]=1)(=[O:14])[CH3:13].[CH2:23]([N:25](CC)CC)C. The catalyst is C1(C)C=CC=CC=1. The product is [C:12]([C:15]1[CH:20]=[CH:19][C:18]([C:23]2[S:4][C:3]3[CH:5]=[CH:6][CH:7]=[CH:8][C:2]=3[C:1](=[O:10])[N:25]=2)=[N:17][CH:16]=1)(=[O:14])[CH3:13]. The yield is 0.380. (7) The reactants are [C:1]([O:5][C:6]([N:8]1[CH2:13][CH2:12][C:11]([NH:18][C:19]2[CH:24]=[CH:23][CH:22]=[C:21]([N+:25]([O-])=O)[CH:20]=2)([C:14]([O:16][CH3:17])=[O:15])[CH2:10][CH2:9]1)=[O:7])([CH3:4])([CH3:3])[CH3:2]. The catalyst is CO.[C].[Pd]. The product is [NH2:25][C:21]1[CH:20]=[C:19]([NH:18][C:11]2([C:14]([O:16][CH3:17])=[O:15])[CH2:12][CH2:13][N:8]([C:6]([O:5][C:1]([CH3:2])([CH3:3])[CH3:4])=[O:7])[CH2:9][CH2:10]2)[CH:24]=[CH:23][CH:22]=1. The yield is 0.910. (8) The reactants are [H-].[Na+].[CH:3]1([OH:7])[CH2:6][CH2:5][CH2:4]1.[C:8]([C:10]1[CH:18]=[CH:17][C:13]([C:14]([OH:16])=[O:15])=[C:12](F)[CH:11]=1)#[N:9]. The catalyst is CN(C)C=O. The product is [C:8]([C:10]1[CH:18]=[CH:17][C:13]([C:14]([OH:16])=[O:15])=[C:12]([O:7][CH:3]2[CH2:6][CH2:5][CH2:4]2)[CH:11]=1)#[N:9]. The yield is 0.790. (9) The reactants are CC(OC(/N=N/C(OC(C)C)=O)=O)C.[C:15]([O:19][C:20]([NH:22][C@H:23]([C:26]1[CH:31]=[CH:30][C:29]([O:32][CH2:33][C:34]2[CH:39]=[CH:38][CH:37]=[CH:36][CH:35]=2)=[CH:28][CH:27]=1)[CH2:24][OH:25])=[O:21])([CH3:18])([CH3:17])[CH3:16].[CH2:40]([O:47][C:48]1[CH:49]=[CH:50][C:51]([Br:55])=[C:52](O)[CH:53]=1)[C:41]1[CH:46]=[CH:45][CH:44]=[CH:43][CH:42]=1.C1(P(C2C=CC=CC=2)C2C=CC=CC=2)C=CC=CC=1. The catalyst is O1CCCC1.O. The product is [C:15]([O:19][C:20]([NH:22][C@H:23]([C:26]1[CH:27]=[CH:28][C:29]([O:32][CH2:33][C:34]2[CH:35]=[CH:36][CH:37]=[CH:38][CH:39]=2)=[CH:30][CH:31]=1)[CH2:24][O:25][C:50]1[CH:49]=[C:48]([O:47][CH2:40][C:41]2[CH:46]=[CH:45][CH:44]=[CH:43][CH:42]=2)[CH:53]=[CH:52][C:51]=1[Br:55])=[O:21])([CH3:18])([CH3:16])[CH3:17]. The yield is 0.750. (10) The reactants are [Cl:1][C:2]1[CH:3]=[N:4][N:5]([CH3:16])[C:6]=1[C:7]1[CH:8]=[C:9]([C:13]([OH:15])=O)[S:10][C:11]=1[CH3:12].[NH2:17][C@@H:18]([CH2:31][C:32]1[CH:37]=[CH:36][C:35]([F:38])=[CH:34][CH:33]=1)[CH2:19][N:20]1[C:28](=[O:29])[C:27]2[C:22](=[CH:23][CH:24]=[CH:25][CH:26]=2)[C:21]1=[O:30].CC(OC(N[C@H](C(O)=O)CC1C=CC=CC=1C(F)(F)F)=O)(C)C.C1CN([P+](Br)(N2CCCC2)N2CCCC2)CC1.F[P-](F)(F)(F)(F)F.CCN(C(C)C)C(C)C. The catalyst is C(Cl)(Cl)Cl. The product is [Cl:1][C:2]1[CH:3]=[N:4][N:5]([CH3:16])[C:6]=1[C:7]1[CH:8]=[C:9]([C:13]([NH:17][C@@H:18]([CH2:31][C:32]2[CH:33]=[CH:34][C:35]([F:38])=[CH:36][CH:37]=2)[CH2:19][N:20]2[C:28](=[O:29])[C:27]3[C:22](=[CH:23][CH:24]=[CH:25][CH:26]=3)[C:21]2=[O:30])=[O:15])[S:10][C:11]=1[CH3:12]. The yield is 0.710.